Dataset: Full USPTO retrosynthesis dataset with 1.9M reactions from patents (1976-2016). Task: Predict the reactants needed to synthesize the given product. (1) Given the product [CH:13]1([C:18]2[O:12][C:11]3[C:3](=[C:4]([C:5]([OH:7])=[O:6])[CH:8]=[CH:9][CH:10]=3)[N:2]=2)[CH2:17][CH2:16][CH2:15][CH2:14]1, predict the reactants needed to synthesize it. The reactants are: Br.[NH2:2][C:3]1[C:11]([OH:12])=[CH:10][CH:9]=[CH:8][C:4]=1[C:5]([OH:7])=[O:6].[CH:13]1([C:18](Cl)=O)[CH2:17][CH2:16][CH2:15][CH2:14]1.C(N(CC)CC)C.O.C1(C)C=CC(S(O)(=O)=O)=CC=1. (2) Given the product [CH3:16][C:15]([C:4]1[CH:5]=[C:6]([N:8]2[CH2:13][CH2:12][O:11][CH2:10][CH2:9]2)[N:7]=[C:2]([C:31]2[CH:32]=[CH:33][C:34]([NH:37][C:38](=[O:44])[O:39][C:40]([CH3:42])([CH3:41])[CH3:43])=[CH:35][CH:36]=2)[N:3]=1)([S:17]([CH3:20])(=[O:19])=[O:18])[CH3:21], predict the reactants needed to synthesize it. The reactants are: Cl[C:2]1[N:7]=[C:6]([N:8]2[CH2:13][CH2:12][O:11][CH2:10][C@@H:9]2C)[CH:5]=[C:4]([C:15]([CH3:21])([S:17]([CH3:20])(=[O:19])=[O:18])[CH3:16])[N:3]=1.O.CC1(C)C(C)(C)OB([C:31]2[CH:36]=[CH:35][C:34]([NH:37][C:38](=[O:44])[O:39][C:40]([CH3:43])([CH3:42])[CH3:41])=[CH:33][CH:32]=2)O1.C(=O)([O-])[O-].[Na+].[Na+]. (3) Given the product [NH2:12][C:10]1[CH:9]=[CH:8][C:4]([C:5]([NH:36][CH2:35][CH2:34][CH2:33][N:27]2[CH2:32][CH2:31][O:30][CH2:29][CH2:28]2)=[O:7])=[C:3]([O:2][CH3:1])[CH:11]=1, predict the reactants needed to synthesize it. The reactants are: [CH3:1][O:2][C:3]1[CH:11]=[C:10]([N+:12]([O-])=O)[CH:9]=[CH:8][C:4]=1[C:5]([OH:7])=O.C(C1NC=CN=1)(C1NC=CN=1)=O.[N:27]1([CH2:33][CH2:34][CH2:35][NH2:36])[CH2:32][CH2:31][O:30][CH2:29][CH2:28]1.[H][H]. (4) Given the product [N:5]1[C:6]2[C:11](=[CH:10][CH:9]=[CH:8][CH:7]=2)[C:2]([O:30][C:27]2[CH:26]=[CH:25][C:24]([NH:23][C:22](=[O:31])[O:21][C:17]([CH3:19])([CH3:18])[CH3:20])=[CH:29][CH:28]=2)=[N:3][CH:4]=1, predict the reactants needed to synthesize it. The reactants are: Cl[C:2]1[C:11]2[C:6](=[CH:7][CH:8]=[CH:9][CH:10]=2)[N:5]=[CH:4][N:3]=1.C(=O)([O-])[O-].[Ca+2].[C:17]([O:21][C:22](=[O:31])[NH:23][C:24]1[CH:29]=[CH:28][C:27]([OH:30])=[CH:26][CH:25]=1)([CH3:20])([CH3:19])[CH3:18].C(#N)C. (5) The reactants are: [CH:1]12[CH2:10][CH:5]3[CH2:6][CH:7]([CH2:9][CH:3]([CH2:4]3)[C:2]1=O)[CH2:8]2.C1(C)C=CC(S([CH2:21][N+:22]#[C-])(=O)=O)=CC=1.CCO.CC([O-])(C)C.[K+]. Given the product [CH:1]12[CH2:10][CH:5]3[CH2:6][CH:7]([CH2:9][CH:3]([CH2:4]3)[CH:2]1[C:21]#[N:22])[CH2:8]2, predict the reactants needed to synthesize it. (6) Given the product [C:21]1([O:20][C:18]([O:3][CH2:2][C:1]([O:5][CH2:6][CH3:7])=[O:4])=[O:19])[CH:26]=[CH:25][CH:24]=[CH:23][CH:22]=1, predict the reactants needed to synthesize it. The reactants are: [C:1]([O:5][CH2:6][CH3:7])(=[O:4])[CH2:2][OH:3].C(N(C(C)C)CC)(C)C.Cl[C:18]([O:20][C:21]1[CH:26]=[CH:25][CH:24]=[CH:23][CH:22]=1)=[O:19]. (7) Given the product [CH3:1][C:2]1[CH:7]=[CH:6][C:5]([C:8]2[N:17]=[C:16]([C:18]([OH:20])=[O:19])[C:15]3[C:10](=[CH:11][CH:12]=[CH:13][CH:14]=3)[N:9]=2)=[CH:4][CH:3]=1, predict the reactants needed to synthesize it. The reactants are: [CH3:1][C:2]1[CH:7]=[CH:6][C:5]([C:8]2[N:17]=[C:16]([C:18]([O:20]CC)=[O:19])[C:15]3[C:10](=[CH:11][CH:12]=[CH:13][CH:14]=3)[N:9]=2)=[CH:4][CH:3]=1.[OH-].[Na+]. (8) Given the product [C:31]([O:35][C:36](=[O:44])[C:37]1[CH:42]=[CH:41][C:40]([N:1]2[CH2:6][CH2:5][CH:4]([C:7]3[CH:8]=[CH:9][C:10]([NH:13][C:14]([C:16]4[N:17]=[C:18]([C:25]5[CH:30]=[CH:29][CH:28]=[CH:27][CH:26]=5)[O:19][C:20]=4[C:21]([F:22])([F:23])[F:24])=[O:15])=[CH:11][CH:12]=3)[CH2:3][CH2:2]2)=[CH:39][CH:38]=1)([CH3:34])([CH3:32])[CH3:33], predict the reactants needed to synthesize it. The reactants are: [NH:1]1[CH2:6][CH2:5][CH:4]([C:7]2[CH:12]=[CH:11][C:10]([NH:13][C:14]([C:16]3[N:17]=[C:18]([C:25]4[CH:30]=[CH:29][CH:28]=[CH:27][CH:26]=4)[O:19][C:20]=3[C:21]([F:24])([F:23])[F:22])=[O:15])=[CH:9][CH:8]=2)[CH2:3][CH2:2]1.[C:31]([O:35][C:36](=[O:44])[C:37]1[CH:42]=[CH:41][C:40](Br)=[CH:39][CH:38]=1)([CH3:34])([CH3:33])[CH3:32].CC(C)([O-])C.[Na+].C(C1C=C(C(C)C)C=C(C(C)C)C=1C1C=CC=CC=1P(C1CCCCC1)C1CCCCC1)(C)C. (9) Given the product [CH3:25][O:24][C:21]1[CH:22]=[CH:23][C:18]([C:13]2[CH:12]=[CH:11][N:10]=[C:9]([NH2:28])[C:14]=2[N+:15]([O-:17])=[O:16])=[CH:19][CH:20]=1, predict the reactants needed to synthesize it. The reactants are: C(O[C:9]1[C:14]([N+:15]([O-:17])=[O:16])=[C:13]([C:18]2[CH:23]=[CH:22][C:21]([O:24][CH3:25])=[CH:20][CH:19]=2)[CH:12]=[CH:11][N:10]=1)C1C=CC=CC=1.ClC1C([N+]([O-])=O)=C(C2C=CC(OC)=CC=2)C=C[N:28]=1.[OH-].[NH4+]. (10) Given the product [C:1]1([CH3:10])[CH:6]=[CH:5][C:4]([C:12]2[C:21]3[C:16](=[CH:17][CH:18]=[CH:19][CH:20]=3)[CH:15]=[CH:14][N:13]=2)=[CH:3][CH:2]=1, predict the reactants needed to synthesize it. The reactants are: [C:1]1([CH3:10])[CH:6]=[CH:5][C:4](B(O)O)=[CH:3][CH:2]=1.Cl[C:12]1[C:21]2[C:16](=[CH:17][CH:18]=[CH:19][CH:20]=2)[CH:15]=[CH:14][N:13]=1.C(=O)([O-])[O-].[Na+].[Na+].N1C=CC=CC=1.